Dataset: Forward reaction prediction with 1.9M reactions from USPTO patents (1976-2016). Task: Predict the product of the given reaction. (1) Given the reactants [C:1]([O:5][C:6]([N:8]1[C:12]2=[N:13][CH:14]=[C:15]([O:17][CH2:18][C:19]3[CH:24]=[CH:23][CH:22]=[CH:21][CH:20]=3)[CH:16]=[C:11]2[CH:10]=[C:9]1[C:25](O)=[O:26])=[O:7])([CH3:4])([CH3:3])[CH3:2].F[B-](F)(F)F.N1(OC(N(C)C)=[N+](C)C)C2C=CC=CC=2N=N1.Cl.[F:51][C:52]1([F:58])[CH2:57][CH2:56][NH:55][CH2:54][CH2:53]1.C(N(CC)C(C)C)(C)C.C(=O)(O)[O-].[Na+], predict the reaction product. The product is: [C:1]([O:5][C:6]([N:8]1[C:12]2=[N:13][CH:14]=[C:15]([O:17][CH2:18][C:19]3[CH:20]=[CH:21][CH:22]=[CH:23][CH:24]=3)[CH:16]=[C:11]2[CH:10]=[C:9]1[C:25]([N:55]1[CH2:56][CH2:57][C:52]([F:58])([F:51])[CH2:53][CH2:54]1)=[O:26])=[O:7])([CH3:3])([CH3:4])[CH3:2]. (2) Given the reactants [CH3:1][O:2][C:3](=[O:28])[C@@H:4]([O:25][CH2:26][CH3:27])[C@@H:5]([C:7]1[CH:12]=[CH:11][C:10]([O:13][CH2:14][C:15]2[CH:20]=[CH:19][CH:18]=[CH:17][CH:16]=2)=[CH:9][C:8]=1[C:21]([F:24])([F:23])[F:22])O.C([SiH](CC)CC)C, predict the reaction product. The product is: [CH3:1][O:2][C:3](=[O:28])[C@@H:4]([O:25][CH2:26][CH3:27])[CH2:5][C:7]1[CH:12]=[CH:11][C:10]([O:13][CH2:14][C:15]2[CH:20]=[CH:19][CH:18]=[CH:17][CH:16]=2)=[CH:9][C:8]=1[C:21]([F:24])([F:22])[F:23]. (3) Given the reactants Br[C:2]1[CH:20]=[CH:19][C:5]([O:6][CH2:7][CH:8]2[CH2:13][CH2:12][N:11]([CH2:14][C:15]([F:18])([CH3:17])[CH3:16])[CH2:10][CH2:9]2)=[CH:4][CH:3]=1.[CH3:21][O:22][C:23]([C:25]1[CH:30]=[CH:29][C:28](B(O)O)=[CH:27][CH:26]=1)=[O:24].C([O-])([O-])=O.[Cs+].[Cs+], predict the reaction product. The product is: [F:18][C:15]([CH3:17])([CH3:16])[CH2:14][N:11]1[CH2:12][CH2:13][CH:8]([CH2:7][O:6][C:5]2[CH:19]=[CH:20][C:2]([C:28]3[CH:29]=[CH:30][C:25]([C:23]([O:22][CH3:21])=[O:24])=[CH:26][CH:27]=3)=[CH:3][CH:4]=2)[CH2:9][CH2:10]1. (4) Given the reactants [CH3:1][O:2][C:3]1[CH:8]=[CH:7][C:6]([CH:9]([C:14]2[CH:15]=[C:16]3[C:21](=[CH:22][CH:23]=2)N=[CH:19][CH:18]=[CH:17]3)[C:10]([O:12][CH3:13])=[O:11])=[CH:5][CH:4]=1.[CH3:24]CCCCC.[C:30]([O:33][CH2:34]C)(=[O:32])C, predict the reaction product. The product is: [CH3:13][O:12][C:10](=[O:11])[CH:9]([C:14]1[CH:15]=[C:16]2[C:21](=[CH:22][CH:23]=1)[CH:24]=[C:19]([C:30]([O:33][CH3:34])=[O:32])[CH:18]=[CH:17]2)[C:6]1[CH:7]=[CH:8][C:3]([O:2][CH3:1])=[CH:4][CH:5]=1. (5) Given the reactants C([O:3][C:4]([C:6]1[CH:10]=[C:9]([CH2:11][C:12]([F:15])([F:14])[F:13])[S:8][CH:7]=1)=[O:5])C, predict the reaction product. The product is: [F:15][C:12]([F:13])([F:14])[CH2:11][C:9]1[S:8][CH:7]=[C:6]([C:4]([OH:5])=[O:3])[CH:10]=1. (6) Given the reactants [Cl:1][C:2]1[CH:3]=[CH:4][CH:5]=[C:6]2[C:16]=1[C:10]1([CH2:15][CH2:14][O:13][CH2:12][CH2:11]1)[C:9](=[O:17])[CH:8]([C:18](OCC)=[O:19])[CH:7]2[OH:23].Cl.[NH2:25][CH2:26][C:27]([O:29][C:30]([CH3:33])([CH3:32])[CH3:31])=[O:28].C(N(C(C)C)C(C)C)C, predict the reaction product. The product is: [C:30]([O:29][C:27](=[O:28])[CH2:26][NH:25][C:18]([C:8]1[C:7](=[O:23])[C:6]2[C:16](=[C:2]([Cl:1])[CH:3]=[CH:4][CH:5]=2)[C:10]2([CH2:11][CH2:12][O:13][CH2:14][CH2:15]2)[C:9]=1[OH:17])=[O:19])([CH3:33])([CH3:32])[CH3:31]. (7) Given the reactants [CH3:1][O:2][C:3]1[CH:4]=[CH:5][C:6]2[C:10]([O:11][C:12]3[CH:17]=[CH:16][C:15](/[CH:18]=[CH:19]/[C:20]([O:22][C:23]([CH3:26])([CH3:25])[CH3:24])=[O:21])=[CH:14][CH:13]=3)=[C:9]([C:27]3[CH:32]=[CH:31][C:30]([O:33][CH3:34])=[CH:29][CH:28]=3)[S:8][C:7]=2[CH:35]=1.CO, predict the reaction product. The product is: [CH3:1][O:2][C:3]1[CH:4]=[CH:5][C:6]2[C:10]([O:11][C:12]3[CH:17]=[CH:16][C:15]([CH:18]=[CH:19][C:20]([O:22][C:23]([CH3:26])([CH3:25])[CH3:24])=[O:21])=[CH:14][CH:13]=3)=[C:9]([C:27]3[CH:28]=[CH:29][C:30]([O:33][CH3:34])=[CH:31][CH:32]=3)[S:8][C:7]=2[CH:35]=1.